From a dataset of Forward reaction prediction with 1.9M reactions from USPTO patents (1976-2016). Predict the product of the given reaction. (1) Given the reactants [Cl:1][C:2]1[CH:7]=[CH:6][CH:5]=[CH:4][C:3]=1[CH:8]([CH:22]1[CH2:26][CH2:25][CH2:24][CH2:23]1)[NH:9][C:10]([C:12]1[CH:13]=[C:14]2[C:18](=[CH:19][CH:20]=1)[NH:17][N:16]=[C:15]2I)=[O:11].[CH3:27][N:28]1[CH2:33][CH2:32][CH:31]([O:34][C:35]2[CH:40]=[CH:39][C:38](B3OC(C)(C)C(C)(C)O3)=[CH:37][CH:36]=2)[CH2:30][CH2:29]1.C([O-])([O-])=O.[Na+].[Na+], predict the reaction product. The product is: [Cl:1][C:2]1[CH:7]=[CH:6][CH:5]=[CH:4][C:3]=1[CH:8]([CH:22]1[CH2:26][CH2:25][CH2:24][CH2:23]1)[NH:9][C:10]([C:12]1[CH:13]=[C:14]2[C:18](=[CH:19][CH:20]=1)[NH:17][N:16]=[C:15]2[C:38]1[CH:39]=[CH:40][C:35]([O:34][CH:31]2[CH2:30][CH2:29][N:28]([CH3:27])[CH2:33][CH2:32]2)=[CH:36][CH:37]=1)=[O:11]. (2) Given the reactants [CH3:1][NH:2][C:3](=[O:17])[C@@H:4]([NH:9]C(OC(C)(C)C)=O)[C:5]([CH3:8])([CH3:7])[CH3:6].FC(F)(F)C(O)=O, predict the reaction product. The product is: [CH3:1][NH:2][C:3](=[O:17])[C@@H:4]([NH2:9])[C:5]([CH3:8])([CH3:7])[CH3:6]. (3) The product is: [CH3:10][O:9][C:7]1[CH:8]=[C:3]([O:2][CH3:1])[N:4]=[C:5]([N:11]2[C:20](=[O:21])[C:19]3[C:14](=[CH:15][C:16]([C:22]([NH:32][CH2:31][C:27]4[S:26][CH:30]=[CH:29][CH:28]=4)=[O:24])=[CH:17][CH:18]=3)[NH:13][C:12]2=[S:25])[N:6]=1. Given the reactants [CH3:1][O:2][C:3]1[CH:8]=[C:7]([O:9][CH3:10])[N:6]=[C:5]([N:11]2[C:20](=[O:21])[C:19]3[C:14](=[CH:15][C:16]([C:22]([OH:24])=O)=[CH:17][CH:18]=3)[NH:13][C:12]2=[S:25])[N:4]=1.[S:26]1[CH:30]=[CH:29][CH:28]=[C:27]1[CH2:31][NH2:32].C(Cl)CCl, predict the reaction product.